From a dataset of Full USPTO retrosynthesis dataset with 1.9M reactions from patents (1976-2016). Predict the reactants needed to synthesize the given product. (1) Given the product [CH:12]1[N:13]2[C:22]3[C:17]([CH2:16][CH2:15][C:14]2=[C:10]([CH2:9][C@H:5]([CH2:4][CH2:3][CH2:2][NH:1][C:23]([O:24][CH2:25][CH3:26])=[O:27])[C:6]([OH:8])=[O:7])[N:11]=1)=[CH:18][CH:19]=[CH:20][CH:21]=3, predict the reactants needed to synthesize it. The reactants are: [NH2:1][CH2:2][CH2:3][CH2:4][C@@H:5]([CH2:9][C:10]1[N:11]=[CH:12][N:13]2[C:22]3[C:17](=[CH:18][CH:19]=[CH:20][CH:21]=3)[CH2:16][CH2:15][C:14]=12)[C:6]([OH:8])=[O:7].[C:23](=O)([O:27]C1C=CC([N+]([O-])=O)=CC=1)[O:24][CH2:25][CH3:26].C1(C)C=CC=CC=1. (2) Given the product [Cl:31][C:32]1[N:37]=[CH:36][C:35]([C:2]2[CH:7]=[CH:6][CH:5]=[CH:4][N:3]=2)=[CH:34][CH:33]=1, predict the reactants needed to synthesize it. The reactants are: Br[C:2]1[CH:7]=[CH:6][CH:5]=[CH:4][N:3]=1.C1(P(C2C=CC=CC=2)C2C=CC=CC=2)C=CC=CC=1.C(=O)([O-])[O-].[Cl:31][C:32]1[N:37]=[CH:36][C:35](B(O)O)=[CH:34][CH:33]=1. (3) The reactants are: [Cl:1][C:2]1[C:7]([C:8]2[CH:9]=[C:10]([CH:16]=[CH:17][CH:18]=2)[C:11]([N:13]([CH3:15])[CH3:14])=[O:12])=[CH:6][N:5]=[C:4]2[NH:19][CH:20]=[CH:21][C:3]=12.[I:22]N1C(=O)CCC1=O.[H-].[Na+].[C:32]1([CH3:42])[C:33](S(Cl)(=O)=O)=[CH:34][CH:35]=[CH:36][CH:37]=1.[S:43]([O-:47])([O-])(=[O:45])=S.[Na+].[Na+]. Given the product [Cl:1][C:2]1[C:7]([C:8]2[CH:9]=[C:10]([CH:16]=[CH:17][CH:18]=2)[C:11]([N:13]([CH3:15])[CH3:14])=[O:12])=[CH:6][N:5]=[C:4]2[N:19]([S:43]([C:35]3[CH:34]=[CH:33][C:32]([CH3:42])=[CH:37][CH:36]=3)(=[O:47])=[O:45])[CH:20]=[C:21]([I:22])[C:3]=12, predict the reactants needed to synthesize it.